This data is from Catalyst prediction with 721,799 reactions and 888 catalyst types from USPTO. The task is: Predict which catalyst facilitates the given reaction. Reactant: C[O:2][C:3](=[O:22])[CH2:4][CH2:5][CH:6]1[CH2:11][CH2:10][N:9]([C:12]2[CH:17]=[CH:16][C:15]([C:18]([CH3:21])([CH3:20])[CH3:19])=[CH:14][CH:13]=2)[CH2:8][CH2:7]1.[OH-].[Li+:24].O1CCCC1. Product: [Li+:24].[C:18]([C:15]1[CH:14]=[CH:13][C:12]([N:9]2[CH2:10][CH2:11][CH:6]([CH2:5][CH2:4][C:3]([O-:22])=[O:2])[CH2:7][CH2:8]2)=[CH:17][CH:16]=1)([CH3:21])([CH3:19])[CH3:20]. The catalyst class is: 192.